Dataset: Forward reaction prediction with 1.9M reactions from USPTO patents (1976-2016). Task: Predict the product of the given reaction. (1) The product is: [C:1]([O:5][C:6]([NH:8][CH2:9][C:10]([N:12]1[CH2:13][CH2:14][C:15]([CH2:22][OH:23])([C:18]([OH:20])=[O:19])[CH2:16][CH2:17]1)=[O:11])=[O:7])([CH3:4])([CH3:3])[CH3:2]. Given the reactants [C:1]([O:5][C:6]([NH:8][CH2:9][C:10]([N:12]1[CH2:17][CH2:16][C:15]([CH2:22][OH:23])([C:18]([O:20]C)=[O:19])[CH2:14][CH2:13]1)=[O:11])=[O:7])([CH3:4])([CH3:3])[CH3:2].[Li+].[OH-].Cl, predict the reaction product. (2) Given the reactants [C:1]([C:4]1[CH:5]=[C:6]([S:10]([NH:13][C:14]2[CH:43]=[CH:42][C:17]([CH2:18][C:19]3[N:20]([CH2:32][C:33]4[CH:41]=[CH:40][C:36]([C:37]([OH:39])=[O:38])=[CH:35][CH:34]=4)[CH:21]=[C:22]([C:24]4[CH:29]=[CH:28][C:27]([Cl:30])=[CH:26][C:25]=4[Cl:31])[N:23]=3)=[CH:16][CH:15]=2)(=[O:12])=[O:11])[CH:7]=[CH:8][CH:9]=1)(=[O:3])[CH3:2].[CH3:44]I, predict the reaction product. The product is: [C:1]([C:4]1[CH:5]=[C:6]([S:10]([N:13]([CH3:44])[C:14]2[CH:43]=[CH:42][C:17]([CH2:18][C:19]3[N:20]([CH2:32][C:33]4[CH:34]=[CH:35][C:36]([C:37]([OH:39])=[O:38])=[CH:40][CH:41]=4)[CH:21]=[C:22]([C:24]4[CH:29]=[CH:28][C:27]([Cl:30])=[CH:26][C:25]=4[Cl:31])[N:23]=3)=[CH:16][CH:15]=2)(=[O:11])=[O:12])[CH:7]=[CH:8][CH:9]=1)(=[O:3])[CH3:2]. (3) The product is: [C:11]([C:6]1[C:5]([OH:4])=[CH:10][CH:9]=[CH:8][N:7]=1)#[CH:12]. Given the reactants C([O:4][C:5]1[C:6]([CH2:11][CH2:12][Si](C)(C)C)=[N:7][CH:8]=[CH:9][CH:10]=1)(=O)C.CCCC[N+](CCCC)(CCCC)CCCC.[F-], predict the reaction product. (4) Given the reactants [CH2:1]([O:8][C:9]1[CH:23]=[C:22]([O:24][CH2:25][C:26]2[CH:31]=[CH:30][CH:29]=[CH:28][CH:27]=2)[C:21]([CH:32]([CH3:34])[CH3:33])=[CH:20][C:10]=1[C:11]([NH:13][N:14]1[CH2:19][CH2:18][CH2:17][CH2:16][CH2:15]1)=S)[C:2]1[CH:7]=[CH:6][CH:5]=[CH:4][CH:3]=1.O.[NH2:36][NH2:37], predict the reaction product. The product is: [CH2:1]([O:8][C:9]1[CH:23]=[C:22]([O:24][CH2:25][C:26]2[CH:31]=[CH:30][CH:29]=[CH:28][CH:27]=2)[C:21]([CH:32]([CH3:34])[CH3:33])=[CH:20][C:10]=1[C:11](=[N:36][NH2:37])[NH:13][N:14]1[CH2:19][CH2:18][CH2:17][CH2:16][CH2:15]1)[C:2]1[CH:7]=[CH:6][CH:5]=[CH:4][CH:3]=1. (5) Given the reactants [CH3:1][O:2][C:3]1[CH:4]=[C:5]([CH:14]=[CH2:15])[CH:6]=[C:7]([O:12][CH3:13])[C:8]=1[CH:9]([CH3:11])[CH3:10].Br[C:17]1[CH:22]=[CH:21][C:20]([F:23])=[CH:19][C:18]=1[F:24].C([O-])([O-])=O.[K+].[K+].O, predict the reaction product. The product is: [F:23][C:20]1[CH:19]=[C:18]([F:24])[CH:17]=[CH:22][C:21]=1[CH:15]=[CH:14][C:5]1[CH:6]=[C:7]([O:12][CH3:13])[C:8]([CH:9]([CH3:11])[CH3:10])=[C:3]([O:2][CH3:1])[CH:4]=1. (6) Given the reactants Cl[C:2]1[C:3]2[C:10]([C:11]3[CH:16]=[CH:15][CH:14]=[CH:13][CH:12]=3)=[C:9]([C:17]3[CH:18]=[N:19][C:20]([Cl:23])=[CH:21][CH:22]=3)[O:8][C:4]=2[N:5]=[CH:6][N:7]=1.[NH:24]1[CH2:29][CH2:28][CH:27]([OH:30])[CH2:26][CH2:25]1, predict the reaction product. The product is: [Cl:23][C:20]1[N:19]=[CH:18][C:17]([C:9]2[O:8][C:4]3[N:5]=[CH:6][N:7]=[C:2]([N:24]4[CH2:29][CH2:28][CH:27]([OH:30])[CH2:26][CH2:25]4)[C:3]=3[C:10]=2[C:11]2[CH:16]=[CH:15][CH:14]=[CH:13][CH:12]=2)=[CH:22][CH:21]=1. (7) Given the reactants [OH:1][CH2:2][C@@H:3]1[NH:7][C:6](=O)[C:5]([CH3:10])([CH3:9])[CH2:4]1.[H-].[Al+3].[Li+].[H-].[H-].[H-].O.[OH-].[Na+], predict the reaction product. The product is: [CH3:9][C:5]1([CH3:10])[CH2:6][NH:7][C@@H:3]([CH2:2][OH:1])[CH2:4]1.